Regression. Given two drug SMILES strings and cell line genomic features, predict the synergy score measuring deviation from expected non-interaction effect. From a dataset of Merck oncology drug combination screen with 23,052 pairs across 39 cell lines. (1) Drug 1: CC(=O)OC1C(=O)C2(C)C(O)CC3OCC3(OC(C)=O)C2C(OC(=O)c2ccccc2)C2(O)CC(OC(=O)C(O)C(NC(=O)c3ccccc3)c3ccccc3)C(C)=C1C2(C)C. Drug 2: CS(=O)(=O)CCNCc1ccc(-c2ccc3ncnc(Nc4ccc(OCc5cccc(F)c5)c(Cl)c4)c3c2)o1. Cell line: KPL1. Synergy scores: synergy=-2.47. (2) Drug 1: CS(=O)(=O)CCNCc1ccc(-c2ccc3ncnc(Nc4ccc(OCc5cccc(F)c5)c(Cl)c4)c3c2)o1. Drug 2: CCC1(O)C(=O)OCc2c1cc1n(c2=O)Cc2cc3c(CN(C)C)c(O)ccc3nc2-1. Cell line: UWB1289. Synergy scores: synergy=-17.5. (3) Drug 1: CN1C(=O)C=CC2(C)C3CCC4(C)C(NC(=O)OCC(F)(F)F)CCC4C3CCC12. Drug 2: CC1(c2nc3c(C(N)=O)cccc3[nH]2)CCCN1. Cell line: ES2. Synergy scores: synergy=-3.24.